Dataset: Forward reaction prediction with 1.9M reactions from USPTO patents (1976-2016). Task: Predict the product of the given reaction. (1) Given the reactants [Cl:1][C:2]1[CH:3]=[CH:4][C:5]2[O:9][C:8](C(O)=O)=[CH:7][C:6]=2[CH:13]=1, predict the reaction product. The product is: [Cl:1][C:2]1[CH:3]=[CH:4][C:5]2[O:9][CH:8]=[CH:7][C:6]=2[CH:13]=1. (2) Given the reactants [CH3:1][C:2]1[C:6]([CH3:7])=[C:5]([NH:8][C:9](=[O:16])OCC(Cl)(Cl)Cl)[O:4][N:3]=1.Cl.Cl.[F:19][C:20]1[CH:25]=[CH:24][CH:23]=[CH:22][C:21]=1[C:26]1[CH:31]=[CH:30][N:29]=[C:28]([N:32]2[CH2:37][CH2:36][NH:35][CH2:34][CH2:33]2)[N:27]=1, predict the reaction product. The product is: [CH3:1][C:2]1[C:6]([CH3:7])=[C:5]([NH:8][C:9]([N:35]2[CH2:36][CH2:37][N:32]([C:28]3[N:27]=[C:26]([C:21]4[CH:22]=[CH:23][CH:24]=[CH:25][C:20]=4[F:19])[CH:31]=[CH:30][N:29]=3)[CH2:33][CH2:34]2)=[O:16])[O:4][N:3]=1. (3) Given the reactants O[N:2]=[C:3]([NH2:24])[C:4]1[CH:9]=[CH:8][C:7]([O:10][CH2:11][CH2:12][CH2:13][N:14]2[CH2:19][CH2:18][CH:17]([CH2:20][CH2:21][CH2:22][OH:23])[CH2:16][CH2:15]2)=[CH:6][CH:5]=1.C(OC(=O)C)(=O)C, predict the reaction product. The product is: [OH:23][CH2:22][CH2:21][CH2:20][CH:17]1[CH2:18][CH2:19][N:14]([CH2:13][CH2:12][CH2:11][O:10][C:7]2[CH:8]=[CH:9][C:4]([C:3]([NH2:24])=[NH:2])=[CH:5][CH:6]=2)[CH2:15][CH2:16]1. (4) Given the reactants [Cl:1][C:2]1[CH:7]=[CH:6][C:5]([C:8]2([C:12]3[C:21]4[C:16](=[CH:17][CH:18]=[C:19]([O:22][CH2:23][CH2:24][CH2:25][S:26](Cl)(=[O:28])=[O:27])[CH:20]=4)[CH2:15][CH2:14][N:13]=3)[CH2:11][CH2:10][CH2:9]2)=[CH:4][CH:3]=1.[NH:30]1[CH2:35][CH2:34][O:33][CH2:32][CH2:31]1, predict the reaction product. The product is: [ClH:1].[Cl:1][C:2]1[CH:7]=[CH:6][C:5]([C:8]2([CH:12]3[C:21]4[C:16](=[CH:17][CH:18]=[C:19]([O:22][CH2:23][CH2:24][CH2:25][S:26]([N:30]5[CH2:35][CH2:34][O:33][CH2:32][CH2:31]5)(=[O:28])=[O:27])[CH:20]=4)[CH2:15][CH2:14][NH:13]3)[CH2:11][CH2:10][CH2:9]2)=[CH:4][CH:3]=1.